From a dataset of Catalyst prediction with 721,799 reactions and 888 catalyst types from USPTO. Predict which catalyst facilitates the given reaction. Reactant: [Br:1][C:2]1[O:6][C:5]([CH:7]=O)=[CH:4][CH:3]=1.[NH:9]1[CH2:14][CH2:13][O:12][CH2:11][CH2:10]1.C(O[BH-](OC(=O)C)OC(=O)C)(=O)C.[Na+].C(=O)(O)[O-].[Na+]. The catalyst class is: 559. Product: [Br:1][C:2]1[O:6][C:5]([CH2:7][N:9]2[CH2:14][CH2:13][O:12][CH2:11][CH2:10]2)=[CH:4][CH:3]=1.